From a dataset of Catalyst prediction with 721,799 reactions and 888 catalyst types from USPTO. Predict which catalyst facilitates the given reaction. (1) Reactant: [OH:1][C:2]1([C:20]2[CH:25]=[CH:24][CH:23]=[C:22]([O:26][CH3:27])[CH:21]=2)[CH2:19][CH:5]2[CH2:6][N:7](C(OCC3C=CC=CC=3)=O)[CH2:8][CH:4]2[CH2:3]1. Product: [CH3:27][O:26][C:22]1[CH:21]=[C:20]([C:2]2([OH:1])[CH2:19][CH:5]3[CH2:6][NH:7][CH2:8][CH:4]3[CH2:3]2)[CH:25]=[CH:24][CH:23]=1. The catalyst class is: 29. (2) The catalyst class is: 120. Reactant: [Br:1][C:2]1[CH:18]=[CH:17][C:5]([O:6][C:7]2[CH:14]=[CH:13][C:10]([C:11]#[N:12])=[CH:9][C:8]=2CO)=[CH:4][C:3]=1[CH2:19][O:20][CH:21]1[CH2:26][CH2:25][CH2:24][CH2:23][O:22]1.[CH2:27]([N:29]([CH2:32]C)CC)C.CS(Cl)(=O)=[O:36].C(OCC)(=O)C.O. Product: [Br:1][C:2]1[CH:18]=[CH:17][C:5]([O:6][C:7]2[CH:14]=[CH:13][C:10]([C:11]#[N:12])=[CH:9][C:8]=2[CH2:27][NH:29][CH:32]=[O:36])=[CH:4][C:3]=1[CH2:19][O:20][CH:21]1[CH2:26][CH2:25][CH2:24][CH2:23][O:22]1. (3) Product: [C:13]([N:12]1[C:11]2[C:2](=[CH:3][C:4]([C:5]([O:7][CH3:8])=[O:6])=[CH:9][CH:10]=2)[CH:1]=[N:49]1)(=[O:16])[CH3:14]. Reactant: [CH3:1][C:2]1[CH:3]=[C:4]([CH:9]=[CH:10][C:11]=1[NH2:12])[C:5]([O:7][CH3:8])=[O:6].[C:13]([O-:16])(=O)[CH3:14].[K+].C(OC(=O)C)(=O)C.C1OCCOCCOCCOCCOCCOC1.CCCCCO[N:49]=O. The catalyst class is: 22. (4) Reactant: [CH3:1][S:2](Cl)(=[O:4])=[O:3].[Br:6][C:7]1[CH:12]=[CH:11][C:10]([C@H:13]([NH2:18])[C:14]([F:17])([F:16])[F:15])=[CH:9][CH:8]=1.N1C(C)=CC=CC=1C. Product: [Br:6][C:7]1[CH:12]=[CH:11][C:10]([C@H:13]([NH:18][S:2]([CH3:1])(=[O:4])=[O:3])[C:14]([F:16])([F:17])[F:15])=[CH:9][CH:8]=1. The catalyst class is: 143. (5) Reactant: CCOC1N(C(OCC)=O)C2C(=CC=CC=2)C=C1.[CH3:19][C:20]1[C:26]([CH3:27])=[CH:25][CH:24]=[CH:23][C:21]=1[NH2:22].[C:28]([O:32][C:33]([N:35]1[CH2:48][CH2:47][C@@H:46]2[C@@H:38]([N:39]([CH2:51][C:52](O)=[O:53])[C:40]3[CH:41]=[CH:42][C:43]([Cl:50])=[C:44]([Cl:49])[C:45]=32)[CH2:37][CH2:36]1)=[O:34])([CH3:31])([CH3:30])[CH3:29]. Product: [Cl:50][C:43]1[CH:42]=[CH:41][C:40]2[N:39]([CH2:51][C:52]([NH:22][C:21]3[CH:23]=[CH:24][CH:25]=[C:26]([CH3:27])[C:20]=3[CH3:19])=[O:53])[C@H:38]3[CH2:37][CH2:36][N:35]([C:33]([O:32][C:28]([CH3:30])([CH3:29])[CH3:31])=[O:34])[CH2:48][CH2:47][C@H:46]3[C:45]=2[C:44]=1[Cl:49]. The catalyst class is: 1.